From a dataset of Reaction yield outcomes from USPTO patents with 853,638 reactions. Predict the reaction yield, written as a fraction of the theoretical maximum amount of product (1.0 means a 100% yield; for example, 0.34 means a 34% yield). (1) The reactants are [NH:1]1[C:9]2[C:4](=[CH:5][CH:6]=[CH:7][CH:8]=2)[CH2:3][C:2]1=[O:10].C1C(=O)N([Br:18])C(=O)C1.O. The catalyst is C(#N)C. The product is [Br:18][C:6]1[CH:5]=[C:4]2[C:9](=[CH:8][CH:7]=1)[NH:1][C:2](=[O:10])[CH2:3]2. The yield is 0.880. (2) The reactants are [Br:1][C:2]1[CH:7]=[CH:6][C:5]([C@@H:8]2[CH2:10][O:9]2)=[CH:4][CH:3]=1.[NH:11]1[CH2:15][CH2:14][CH2:13][CH2:12]1.O.[O-2].[O-2].[O-2].O=[Si]=O.O=[Si]=O.O=[Si]=O.O=[Si]=O.[Al+3].[Al+3]. The yield is 0.430. The catalyst is C(Cl)Cl. The product is [Br:1][C:2]1[CH:7]=[CH:6][C:5]([C@@H:8]([OH:9])[CH2:10][N:11]2[CH2:15][CH2:14][CH2:13][CH2:12]2)=[CH:4][CH:3]=1.